From a dataset of Full USPTO retrosynthesis dataset with 1.9M reactions from patents (1976-2016). Predict the reactants needed to synthesize the given product. (1) Given the product [C:11]1([C:7]([C:1]2[CH:2]=[CH:3][CH:4]=[CH:5][CH:6]=2)=[CH:8][CH2:9][NH2:10])[CH:12]=[CH:13][CH:14]=[CH:15][CH:16]=1, predict the reactants needed to synthesize it. The reactants are: [C:1]1([C:7]([C:11]2[CH:16]=[CH:15][CH:14]=[CH:13][CH:12]=2)=[CH:8][C:9]#[N:10])[CH:6]=[CH:5][CH:4]=[CH:3][CH:2]=1.[Cl-].[Al+3].[Cl-].[Cl-].[AlH4-].[Li+]. (2) Given the product [C:1]1([C:7]2[N:8]=[N:9][N:10]([CH2:13][C:14]([C:15]3[O:16][CH:26]=[N:28][N:29]=3)=[CH2:18])[N:11]=2)[CH:2]=[CH:3][CH:4]=[CH:5][CH:6]=1, predict the reactants needed to synthesize it. The reactants are: [C:1]1([C:7]2[N:8]=[N:9][NH:10][N:11]=2)[CH:6]=[CH:5][CH:4]=[CH:3][CH:2]=1.Br[CH2:13][C:14](=[CH2:18])[C:15](O)=[O:16].C(N(CC)CC)C.[CH:26]([NH:28][NH2:29])=O.C(P1(=O)OP(CCC)(=O)OP(CCC)(=O)O1)CC. (3) Given the product [CH3:1][C:2]12[CH2:12][C:6]3([CH3:13])[CH2:7][C:8]([CH3:11])([CH2:10][C:4]([CH2:18][C:17]([Cl:23])=[O:20])([CH2:5]3)[CH2:3]1)[CH2:9]2, predict the reactants needed to synthesize it. The reactants are: [CH3:1][C:2]12[CH2:12][C:6]3([CH3:13])[CH2:7][C:8]([CH3:11])([CH2:10][C:4](C(O)=O)([CH2:5]3)[CH2:3]1)[CH2:9]2.[C:17]([OH:20])(=O)[CH3:18].S(Cl)([Cl:23])=O. (4) Given the product [CH3:1][O:2][C:3]1[CH:4]=[C:5]([NH:11][C:12]2[N:13]=[CH:14][C:15]3[CH2:21][C:20](=[O:22])[NH:19][C:18]4[CH:23]=[C:24]([C:31]#[C:30][CH2:29][OH:32])[CH:25]=[CH:26][C:17]=4[C:16]=3[N:28]=2)[CH:6]=[CH:7][C:8]=1[O:9][CH3:10], predict the reactants needed to synthesize it. The reactants are: [CH3:1][O:2][C:3]1[CH:4]=[C:5]([NH:11][C:12]2[N:13]=[CH:14][C:15]3[CH2:21][C:20](=[O:22])[NH:19][C:18]4[CH:23]=[C:24](I)[CH:25]=[CH:26][C:17]=4[C:16]=3[N:28]=2)[CH:6]=[CH:7][C:8]=1[O:9][CH3:10].[CH2:29]([OH:32])[C:30]#[CH:31]. (5) The reactants are: [CH3:1][O:2][C@H:3]1[CH2:11][C:10]2[C:5](=[CH:6][CH:7]=[CH:8][CH:9]=2)[C@H:4]1[NH:12]C(=O)OC(C)(C)C.Cl.C(=O)([O-])[O-].[Na+].[Na+]. Given the product [CH3:1][O:2][C@H:3]1[CH2:11][C:10]2[C:5](=[CH:6][CH:7]=[CH:8][CH:9]=2)[C@H:4]1[NH2:12], predict the reactants needed to synthesize it. (6) Given the product [Cl:17][C:18]1[CH:32]=[CH:31][C:21]([O:22][C:23]2[CH:30]=[CH:29][C:26]([CH2:27][NH:28][C:4]3[C:5](=[O:16])[C:6](=[O:15])[C:7]=3[NH:8][C:9]3[CH:10]=[N:11][CH:12]=[CH:13][CH:14]=3)=[CH:25][CH:24]=2)=[CH:20][CH:19]=1, predict the reactants needed to synthesize it. The reactants are: C(O[C:4]1[C:5](=[O:16])[C:6](=[O:15])[C:7]=1[NH:8][C:9]1[CH:10]=[N:11][CH:12]=[CH:13][CH:14]=1)C.[Cl:17][C:18]1[CH:32]=[CH:31][C:21]([O:22][C:23]2[CH:30]=[CH:29][C:26]([CH2:27][NH2:28])=[CH:25][CH:24]=2)=[CH:20][CH:19]=1. (7) Given the product [CH3:1][O:2][C:3](=[O:36])[C@@H:4]([NH:25][C:26](=[O:35])[C:27]1[CH:32]=[C:31]([Cl:33])[CH:30]=[CH:29][C:28]=1[NH:34][S:55]([C:50]1[C:51]2[C:46](=[C:45]([N:44]([CH3:59])[CH3:43])[CH:54]=[CH:53][CH:52]=2)[CH:47]=[CH:48][CH:49]=1)(=[O:57])=[O:56])[CH2:5][C:6]1[CH:7]=[CH:8][C:9]([C:12]2[CH:17]=[CH:16][CH:15]=[CH:14][C:13]=2[O:18][C:19]2[CH:24]=[CH:23][CH:22]=[CH:21][CH:20]=2)=[CH:10][CH:11]=1, predict the reactants needed to synthesize it. The reactants are: [CH3:1][O:2][C:3](=[O:36])[C@@H:4]([NH:25][C:26](=[O:35])[C:27]1[CH:32]=[C:31]([Cl:33])[CH:30]=[CH:29][C:28]=1[NH2:34])[CH2:5][C:6]1[CH:11]=[CH:10][C:9]([C:12]2[CH:17]=[CH:16][CH:15]=[CH:14][C:13]=2[O:18][C:19]2[CH:24]=[CH:23][CH:22]=[CH:21][CH:20]=2)=[CH:8][CH:7]=1.N1C=CC=CC=1.[CH3:43][N:44]([CH3:59])[C:45]1[CH:54]=[CH:53][CH:52]=[C:51]2[C:46]=1[CH:47]=[CH:48][CH:49]=[C:50]2[S:55](Cl)(=[O:57])=[O:56].